This data is from Forward reaction prediction with 1.9M reactions from USPTO patents (1976-2016). The task is: Predict the product of the given reaction. (1) Given the reactants [CH3:1][O:2][C:3]([CH:5]1[CH2:9][CH2:8][C:7](=[O:10])[NH:6]1)=[O:4].Br[C:12]1[CH:17]=[CH:16][CH:15]=[CH:14][CH:13]=1.CC1(C)C2C(=C(P(C3C=CC=CC=3)C3C=CC=CC=3)C=CC=2)OC2C(P(C3C=CC=CC=3)C3C=CC=CC=3)=CC=CC1=2.C(=O)([O-])[O-], predict the reaction product. The product is: [O:10]=[C:7]1[N:6]([C:12]2[CH:17]=[CH:16][CH:15]=[CH:14][CH:13]=2)[C@H:5]([C:3]([O:2][CH3:1])=[O:4])[CH2:9][CH2:8]1. (2) Given the reactants [OH:1][C:2]1[CH:13]=[CH:12][C:5]([O:6][CH2:7][C:8]([NH:10][CH3:11])=[O:9])=[CH:4][CH:3]=1.Br[CH2:15][C:16]1[CH:21]=[CH:20][CH:19]=[CH:18][C:17]=1[F:22].C(=O)([O-])[O-].[K+].[K+], predict the reaction product. The product is: [F:22][C:17]1[CH:18]=[CH:19][CH:20]=[CH:21][C:16]=1[CH2:15][O:1][C:2]1[CH:3]=[CH:4][C:5]([O:6][CH2:7][C:8]([NH:10][CH3:11])=[O:9])=[CH:12][CH:13]=1. (3) Given the reactants [NH:1]([CH2:6][C:7]([OH:9])=[O:8])[CH2:2][C:3]([OH:5])=[O:4].[CH2:10](O)[CH:11]=[CH2:12].[C:14]1(C)[CH:19]=CC(S(O)(=O)=O)=C[CH:15]=1, predict the reaction product. The product is: [C:3]([O:5][CH2:19][CH:14]=[CH2:15])(=[O:4])[CH2:2][NH:1][CH2:6][C:7]([O:9][CH2:10][CH:11]=[CH2:12])=[O:8]. (4) The product is: [F:22][C:13]1[C:14]([F:21])=[CH:15][C:16]([N+:18]([O-:20])=[O:19])=[CH:17][C:12]=1[CH2:11][OH:10]. Given the reactants C(=O)([O-])[O-].[K+].[K+].C([O:10][CH2:11][C:12]1[CH:17]=[C:16]([N+:18]([O-:20])=[O:19])[CH:15]=[C:14]([F:21])[C:13]=1[F:22])(=O)C, predict the reaction product. (5) Given the reactants [Cl:1][C:2]1[C:3]([N:8]2[CH:12]=[CH:11][C:10]([C:13]([NH:15][C:16]3[CH:21]=[CH:20][C:19]([C@@H:22]4[O:27][CH2:26][CH2:25][N:24](C(OC(C)(C)C)=O)[CH2:23]4)=[CH:18][CH:17]=3)=[O:14])=[N:9]2)=[N:4][CH:5]=[CH:6][N:7]=1.Cl, predict the reaction product. The product is: [ClH:1].[Cl:1][C:2]1[C:3]([N:8]2[CH:12]=[CH:11][C:10]([C:13]([NH:15][C:16]3[CH:17]=[CH:18][C:19]([C@@H:22]4[O:27][CH2:26][CH2:25][NH:24][CH2:23]4)=[CH:20][CH:21]=3)=[O:14])=[N:9]2)=[N:4][CH:5]=[CH:6][N:7]=1. (6) Given the reactants [C:1]([O:5][C:6]([N:8]([C:17]([O:19][C:20]([CH3:23])([CH3:22])[CH3:21])=[O:18])[C:9]1[CH:14]=[CH:13][C:12](Br)=[CH:11][C:10]=1[Cl:16])=[O:7])([CH3:4])([CH3:3])[CH3:2].[N:24]1([C:30]([O:32][C:33]([CH3:36])([CH3:35])[CH3:34])=[O:31])[CH2:29][CH2:28][NH:27][CH2:26][CH2:25]1.C1(P(C2C=CC=CC=2)C2C=CC3C(=CC=CC=3)C=2C2C3C(=CC=CC=3)C=CC=2P(C2C=CC=CC=2)C2C=CC=CC=2)C=CC=CC=1.C(=O)([O-])[O-].[Cs+].[Cs+], predict the reaction product. The product is: [C:1]([O:5][C:6]([N:8]([C:17]([O:19][C:20]([CH3:23])([CH3:22])[CH3:21])=[O:18])[C:9]1[CH:14]=[CH:13][C:12]([N:27]2[CH2:26][CH2:25][N:24]([C:30]([O:32][C:33]([CH3:36])([CH3:35])[CH3:34])=[O:31])[CH2:29][CH2:28]2)=[CH:11][C:10]=1[Cl:16])=[O:7])([CH3:4])([CH3:3])[CH3:2].